This data is from Catalyst prediction with 721,799 reactions and 888 catalyst types from USPTO. The task is: Predict which catalyst facilitates the given reaction. (1) Reactant: [CH2:1]([OH:8])[C:2]1[CH:7]=[CH:6][CH:5]=[CH:4][CH:3]=1.[OH-].[K+].Cl[CH2:12][C:13]1[S:17][C:16]([C:18]([O:20]CC)=[O:19])=[N:15][CH:14]=1.O. Product: [CH2:1]([O:8][CH2:12][C:13]1[S:17][C:16]([C:18]([OH:20])=[O:19])=[N:15][CH:14]=1)[C:2]1[CH:7]=[CH:6][CH:5]=[CH:4][CH:3]=1. The catalyst class is: 16. (2) Reactant: [CH2:1]([N:5]1[C:13]2[N:12]=[C:11]([Cl:14])[N:10](CC=C)[C:9]=2[C:8](=[O:18])[N:7]([CH2:19][CH2:20][CH2:21][N:22]2[CH:26]=[N:25][C:24]([CH2:27][C:28]3[CH:33]=[CH:32][CH:31]=[CH:30][CH:29]=3)=[N:23]2)[C:6]1=[O:34])[CH2:2][CH2:3][CH3:4].N1CCOCC1.CO. Product: [CH2:1]([N:5]1[C:13]2[N:12]=[C:11]([Cl:14])[NH:10][C:9]=2[C:8](=[O:18])[N:7]([CH2:19][CH2:20][CH2:21][N:22]2[CH:26]=[N:25][C:24]([CH2:27][C:28]3[CH:33]=[CH:32][CH:31]=[CH:30][CH:29]=3)=[N:23]2)[C:6]1=[O:34])[CH2:2][CH2:3][CH3:4]. The catalyst class is: 176. (3) Reactant: [OH:1][C:2]1[C:10]([N+:11]([O-:13])=[O:12])=[CH:9][CH:8]=[CH:7][C:3]=1[C:4]([OH:6])=[O:5].[C:14]([O-])([O-])=O.[K+].[K+].S(OC)(OC)(=O)=O. Product: [OH:1][C:2]1[C:10]([N+:11]([O-:13])=[O:12])=[CH:9][CH:8]=[CH:7][C:3]=1[C:4]([O:6][CH3:14])=[O:5]. The catalyst class is: 3.